This data is from Forward reaction prediction with 1.9M reactions from USPTO patents (1976-2016). The task is: Predict the product of the given reaction. (1) The product is: [Br:1][C:2]1[N:13]=[CH:12][C:5]2=[N:6][C:7]([Cl:11])=[C:8]([NH:17][CH:14]3[CH2:16][CH2:15]3)[N:9]=[C:4]2[CH:3]=1. Given the reactants [Br:1][C:2]1[N:13]=[CH:12][C:5]2=[N:6][C:7]([Cl:11])=[C:8](Cl)[N:9]=[C:4]2[CH:3]=1.[CH:14]1([NH2:17])[CH2:16][CH2:15]1.CCN(C(C)C)C(C)C, predict the reaction product. (2) Given the reactants [Br:1][C:2]1[CH:11]=[CH:10][C:5]([C:6](=[O:9])[CH2:7]Br)=[CH:4][CH:3]=1.[C:12]([O:16][C:17]([N:19]1[CH2:23][C@@H:22]([CH3:24])[CH2:21][C@H:20]1[C:25]([OH:27])=[O:26])=[O:18])([CH3:15])([CH3:14])[CH3:13].C(N(CC)C(C)C)(C)C, predict the reaction product. The product is: [C:12]([O:16][C:17]([N:19]1[CH2:23][C@@H:22]([CH3:24])[CH2:21][C@H:20]1[C:25]([O:27][CH2:7][C:6]([C:5]1[CH:10]=[CH:11][C:2]([Br:1])=[CH:3][CH:4]=1)=[O:9])=[O:26])=[O:18])([CH3:13])([CH3:14])[CH3:15]. (3) Given the reactants O.N1C=CC=CC=1.[ClH:8].[N:9]1([C:15]2[N:20]=[C:19]([C:21]3[C:22]([C:28]([F:31])([F:30])[F:29])=[CH:23][C:24]([NH2:27])=[N:25][CH:26]=3)[CH:18]=[C:17]([N:32]3[CH2:37][CH2:36][O:35][CH2:34][CH2:33]3)[N:16]=2)[CH2:14][CH2:13][O:12][CH2:11][CH2:10]1, predict the reaction product. The product is: [ClH:8].[N:9]1([C:15]2[N:20]=[C:19]([C:21]3[C:22]([C:28]([F:31])([F:29])[F:30])=[CH:23][C:24]([NH2:27])=[N:25][CH:26]=3)[CH:18]=[C:17]([N:32]3[CH2:33][CH2:34][O:35][CH2:36][CH2:37]3)[N:16]=2)[CH2:10][CH2:11][O:12][CH2:13][CH2:14]1. (4) Given the reactants [C:1]([O-:4])(=[O:3])C.[C:5]([O-:8])(=[O:7])C.[Na+:9].[C:10]([O-:13])(=[O:12])C.[K+:14], predict the reaction product. The product is: [C:1](=[O:3])([OH:7])[O-:4].[Na+:9].[C:5](=[O:7])([O-:12])[O-:8].[Na+:9].[Na+:9].[C:10](=[O:12])([OH:3])[O-:13].[K+:14]. (5) Given the reactants [H-].[Na+].[CH3:3]N(C=O)C.[CH:8]([N:11]1[C:15]([C:16]2[N:17]=[C:18]3[C:24]4[CH:25]=[CH:26][C:27]([C:29]5[NH:33][C:32]([CH3:34])=[N:31][CH:30]=5)=[CH:28][C:23]=4[O:22][CH2:21][CH2:20][N:19]3[CH:35]=2)=[N:14][CH:13]=[N:12]1)([CH3:10])[CH3:9].IC, predict the reaction product. The product is: [CH3:3][N:31]1[CH:30]=[C:29]([C:27]2[CH:26]=[CH:25][C:24]3[C:18]4[N:19]([CH:35]=[C:16]([C:15]5[N:11]([CH:8]([CH3:10])[CH3:9])[N:12]=[CH:13][N:14]=5)[N:17]=4)[CH2:20][CH2:21][O:22][C:23]=3[CH:28]=2)[N:33]=[C:32]1[CH3:34]. (6) Given the reactants [CH2:1]([O:8][CH2:9][CH2:10][N:11]1[CH2:16][CH2:15][N:14]([C:17]2[CH:26]=[CH:25][C:20]([C:21]([O:23][CH3:24])=[O:22])=[CH:19][C:18]=2Br)[CH2:13][CH2:12]1)[C:2]1[CH:7]=[CH:6][CH:5]=[CH:4][CH:3]=1.O.[CH:29](/B(O)O)=[CH:30]/[CH3:31].C(=O)([O-])[O-].[Na+].[Na+], predict the reaction product. The product is: [CH2:1]([O:8][CH2:9][CH2:10][N:11]1[CH2:16][CH2:15][N:14]([C:17]2[CH:26]=[CH:25][C:20]([C:21]([O:23][CH3:24])=[O:22])=[CH:19][C:18]=2/[CH:29]=[CH:30]\[CH3:31])[CH2:13][CH2:12]1)[C:2]1[CH:7]=[CH:6][CH:5]=[CH:4][CH:3]=1. (7) Given the reactants [F:1][C:2]1[CH:3]=[C:4]([S:14]([NH:17][C:18]2[CH:19]=[C:20]([NH:26][C:27](=[O:39])[C:28]([NH:31]C(=O)OC(C)(C)C)([CH3:30])[CH3:29])[CH:21]=[CH:22][C:23]=2[O:24][CH3:25])(=[O:16])=[O:15])[CH:5]=[CH:6][C:7]=1[C:8]1[O:9][C:10]([CH3:13])=[CH:11][CH:12]=1.[ClH:40], predict the reaction product. The product is: [ClH:40].[F:1][C:2]1[CH:3]=[C:4]([S:14]([NH:17][C:18]2[CH:19]=[C:20]([NH:26][C:27](=[O:39])[C:28]([CH3:29])([CH3:30])[NH2:31])[CH:21]=[CH:22][C:23]=2[O:24][CH3:25])(=[O:16])=[O:15])[CH:5]=[CH:6][C:7]=1[C:8]1[O:9][C:10]([CH3:13])=[CH:11][CH:12]=1.